This data is from Forward reaction prediction with 1.9M reactions from USPTO patents (1976-2016). The task is: Predict the product of the given reaction. (1) Given the reactants [F:1][C:2]1[C:7]([F:8])=[C:6]([OH:9])[CH:5]=[CH:4][C:3]=1[CH2:10][N:11]1[C:16](=[O:17])[C:15]([C:18]([NH:20][C:21]2[CH:26]=[CH:25][C:24]([C:27]([F:30])([F:29])[F:28])=[CH:23][C:22]=2[C:31]2[CH:32]=[N:33][C:34]([C:37]([F:40])([F:39])[F:38])=[CH:35][CH:36]=2)=[O:19])=[C:14]([OH:41])[C@@:13]2([CH3:45])[CH2:42][CH2:43][CH2:44][N:12]12.Br[CH2:47][CH2:48][CH2:49][O:50][CH2:51][C@H:52]1[CH2:56][O:55]C(C)(C)[O:53]1.C(=O)([O-])[O-].[Cs+].[Cs+].C(OCC)C, predict the reaction product. The product is: [OH:53][C@H:52]([CH2:56][OH:55])[CH2:51][O:50][CH2:49][CH2:48][CH2:47][O:9][C:6]1[CH:5]=[CH:4][C:3]([CH2:10][N:11]2[C:16](=[O:17])[C:15]([C:18]([NH:20][C:21]3[CH:26]=[CH:25][C:24]([C:27]([F:29])([F:30])[F:28])=[CH:23][C:22]=3[C:31]3[CH:32]=[N:33][C:34]([C:37]([F:40])([F:39])[F:38])=[CH:35][CH:36]=3)=[O:19])=[C:14]([OH:41])[C@@:13]3([CH3:45])[CH2:42][CH2:43][CH2:44][N:12]23)=[C:2]([F:1])[C:7]=1[F:8]. (2) Given the reactants Cl[C:2]1[O:3][C:4]([N:9]2[CH2:14][CH2:13][O:12][CH2:11][CH2:10]2)=[CH:5][C:6](=[O:8])[CH:7]=1.[F:15][C:16]1[C:29]2[C:28](=[O:30])[C:27]3[C:22](=[CH:23][CH:24]=[CH:25][CH:26]=3)[S:21][C:20]=2[C:19](B2OC(C)(C)C(C)(C)O2)=[CH:18][CH:17]=1.C(=O)([O-])[O-].[K+].[K+].N#N, predict the reaction product. The product is: [F:15][C:16]1[C:29]2[C:28](=[O:30])[C:27]3[C:22](=[CH:23][CH:24]=[CH:25][CH:26]=3)[S:21][C:20]=2[C:19]([C:2]2[O:3][C:4]([N:9]3[CH2:14][CH2:13][O:12][CH2:11][CH2:10]3)=[CH:5][C:6](=[O:8])[CH:7]=2)=[CH:18][CH:17]=1. (3) Given the reactants [N:1]1([C:7](=[O:40])[CH:8]=[CH:9][C:10]2[CH:15]=[CH:14][C:13]([S:16][C:17]3[CH:18]=[C:19]([NH:23][C:24]4([C:30]#[N:31])[CH2:29][CH2:28][O:27][CH2:26][CH2:25]4)[CH:20]=[CH:21][CH:22]=3)=[C:12]([C:32]([F:35])([F:34])[F:33])[C:11]=2[C:36]([F:39])([F:38])[F:37])[CH2:6][CH2:5][O:4][CH2:3][CH2:2]1.S(=O)(=O)(O)[OH:42].[OH-].[NH4+], predict the reaction product. The product is: [N:1]1([C:7](=[O:40])[CH:8]=[CH:9][C:10]2[CH:15]=[CH:14][C:13]([S:16][C:17]3[CH:18]=[C:19]([NH:23][C:24]4([C:30]([NH2:31])=[O:42])[CH2:29][CH2:28][O:27][CH2:26][CH2:25]4)[CH:20]=[CH:21][CH:22]=3)=[C:12]([C:32]([F:33])([F:34])[F:35])[C:11]=2[C:36]([F:39])([F:37])[F:38])[CH2:6][CH2:5][O:4][CH2:3][CH2:2]1. (4) The product is: [CH3:19][O:20][C:21]1[C:26]([O:27][CH3:28])=[CH:25][N:24]=[C:23]([N:29]2[C:15](=[O:17])[C:5]3[C:4](=[CH:9][C:8]([C:10]([OH:12])=[O:11])=[CH:7][C:6]=3[CH3:14])[NH:1][C:2]2=[S:3])[N:22]=1. Given the reactants [N:1]([C:4]1[CH:9]=[C:8]([C:10]([O:12]C)=[O:11])[CH:7]=[C:6]([CH3:14])[C:5]=1[C:15]([O:17]C)=O)=[C:2]=[S:3].[CH3:19][O:20][C:21]1[C:26]([O:27][CH3:28])=[CH:25][N:24]=[C:23]([NH2:29])[N:22]=1.[OH-].[Na+].Cl, predict the reaction product. (5) Given the reactants C(OC(=O)[NH:7][CH2:8][CH2:9][CH2:10][N:11]1[C:20]2[CH:19]=[CH:18][C:17]([Cl:21])=[CH:16][C:15]=2[C:14]2=[N:22][N:23](C3CCCCO3)[C:24]([CH2:25][CH2:26][CH2:27][CH2:28][O:29][CH3:30])=[C:13]2[C:12]1=[O:37])(C)(C)C.NCCCN1C2C=CC(Cl)=CC=2C2=NNC(CCCCO)=C2C1=O, predict the reaction product. The product is: [NH2:7][CH2:8][CH2:9][CH2:10][N:11]1[C:20]2[CH:19]=[CH:18][C:17]([Cl:21])=[CH:16][C:15]=2[C:14]2=[N:22][NH:23][C:24]([CH2:25][CH2:26][CH2:27][CH2:28][O:29][CH3:30])=[C:13]2[C:12]1=[O:37]. (6) Given the reactants C1(N2C(=O)C3S[CH:15]=[C:16]([C:17]4C=CC=CC=4)[C:10]=3[N:9]=[CH:8]2)C=CC=CC=1.[NH2:23][C:24]1[C:28]([C:29]2[CH:34]=[CH:33][CH:32]=[CH:31][C:30]=2[F:35])=[CH:27][S:26][C:25]=1[C:36]([O:38]C)=O.C(OCC)(OCC)OCC.C(N)C(C)C, predict the reaction product. The product is: [F:35][C:30]1[CH:31]=[CH:32][CH:33]=[CH:34][C:29]=1[C:28]1[C:24]2[N:23]=[CH:8][N:9]([CH2:10][CH:16]([CH3:17])[CH3:15])[C:36](=[O:38])[C:25]=2[S:26][CH:27]=1. (7) Given the reactants C(C1[C:4]2[C:11]([CH3:12])=[CH:10][CH:9]=[CH:8][C:5]=2[S:6][CH:7]=1)#N.[OH-:13].[Na+].[CH2:15]([OH:18])[CH2:16]O.Cl, predict the reaction product. The product is: [CH3:12][C:11]1[C:4]2[C:16]([C:15]([OH:18])=[O:13])=[CH:7][S:6][C:5]=2[CH:8]=[CH:9][CH:10]=1. (8) Given the reactants [F:1][C:2]1[CH:3]=[C:4]2[C:8](=[CH:9][C:10]=1I)[NH:7][CH:6]=[CH:5]2.C([O-])([O-])=O.[Na+].[Na+].[CH3:18][N:19](C)C(=O)C, predict the reaction product. The product is: [F:1][C:2]1[CH:3]=[C:4]2[C:8](=[CH:9][C:10]=1[C:18]#[N:19])[NH:7][CH:6]=[CH:5]2. (9) Given the reactants [CH:1]12[CH2:13][CH:4]([C:5]3[C:6]([OH:12])=[CH:7][CH:8]=[C:9]([OH:11])[C:10]=31)[CH2:3][CH2:2]2.B(F)(F)F.[CH3:18]COCC.[CH3:23][C:24]1([CH:30]=[CH2:31])[O:28][C:27](=[O:29])[CH2:26][CH2:25]1.O, predict the reaction product. The product is: [CH3:18][O:28][C:27](=[O:29])[CH2:26][CH2:25][C:24]1([CH3:23])[CH2:30][CH2:31][C:7]2[C:6](=[C:5]3[CH:4]4[CH2:13][CH:1]([CH2:2][CH2:3]4)[C:10]3=[C:9]([OH:11])[CH:8]=2)[O:12]1.